This data is from Full USPTO retrosynthesis dataset with 1.9M reactions from patents (1976-2016). The task is: Predict the reactants needed to synthesize the given product. Given the product [F:1][C:2]1[CH:3]=[CH:4][C:5]([N:8]2[CH:12]=[C:11]([NH:13][CH3:14])[CH:10]=[N:9]2)=[CH:6][CH:7]=1, predict the reactants needed to synthesize it. The reactants are: [F:1][C:2]1[CH:7]=[CH:6][C:5]([N:8]2[CH:12]=[C:11]([NH:13][CH:14]=O)[CH:10]=[N:9]2)=[CH:4][CH:3]=1.[H-].[H-].[H-].[H-].[Li+].[Al+3].